Predict the reaction yield, written as a fraction of the theoretical maximum amount of product (1.0 means a 100% yield; for example, 0.34 means a 34% yield). From a dataset of Reaction yield outcomes from USPTO patents with 853,638 reactions. (1) The reactants are [Br:1][C:2]1[CH:3]=[N:4][CH:5]=[C:6]([CH:10]=1)[C:7](O)=[O:8].N1C=CC=CC=1.Cl.[CH3:18][O:19][NH:20][CH3:21].O. The catalyst is S(Cl)(Cl)=O.ClCCl. The product is [Br:1][C:2]1[CH:3]=[N:4][CH:5]=[C:6]([CH:10]=1)[C:7]([N:20]([O:19][CH3:18])[CH3:21])=[O:8]. The yield is 0.970. (2) The reactants are Cl[C:2]([O:4][CH3:5])=[O:3].[Cl:6][C:7]1[CH:12]=[CH:11][C:10]([C:13]2[C:17]([C:18]3[CH:23]=[CH:22][N:21]=[CH:20][CH:19]=3)=[C:16]([N:24]3[CH2:29][CH2:28][NH:27][CH2:26][CH2:25]3)[NH:15][N:14]=2)=[CH:9][CH:8]=1. The catalyst is CN(C)C1C=CN=CC=1.N1C=CC=CC=1. The product is [OH2:3].[Cl:6][C:7]1[CH:12]=[CH:11][C:10]([C:13]2[NH:14][N:15]=[C:16]([N:24]3[CH2:29][CH2:28][N:27]([C:2]([O:4][CH3:5])=[O:3])[CH2:26][CH2:25]3)[C:17]=2[C:18]2[CH:23]=[CH:22][N:21]=[CH:20][CH:19]=2)=[CH:9][CH:8]=1. The yield is 0.480. (3) The reactants are [CH:1]([C:3]1[CH:4]=[C:5]([CH:9]=[CH:10][CH:11]=1)[C:6]([OH:8])=O)=[O:2].C(N(CC)CC)C.ON1C2C=CC=CC=2N=N1.Cl.C(N=C=NCCCN(C)C)C.Cl.[CH3:42][CH:43]([CH3:52])[C:44]([N:46]1[CH2:51][CH2:50][NH:49][CH2:48][CH2:47]1)=[O:45]. The catalyst is ClCCl. The product is [C:44]([N:46]1[CH2:51][CH2:50][N:49]([C:6]([C:5]2[CH:4]=[C:3]([CH:11]=[CH:10][CH:9]=2)[CH:1]=[O:2])=[O:8])[CH2:48][CH2:47]1)(=[O:45])[CH:43]([CH3:52])[CH3:42]. The yield is 0.950.